Task: Predict the reaction yield, written as a fraction of the theoretical maximum amount of product (1.0 means a 100% yield; for example, 0.34 means a 34% yield).. Dataset: Reaction yield outcomes from USPTO patents with 853,638 reactions (1) The reactants are [Cl:1][C:2]1[C:3]2[CH:12]=[CH:11][CH:10]=[C:9]([F:13])[C:4]=2[S:5][C:6]=1[CH:7]=O.[BH4-].[Na+].[CH3:16][NH2:17]. The catalyst is CO. The product is [Cl:1][C:2]1[C:3]2[CH:12]=[CH:11][CH:10]=[C:9]([F:13])[C:4]=2[S:5][C:6]=1[CH2:7][NH:17][CH3:16]. The yield is 0.700. (2) The reactants are [CH2:1]([O:8][C:9]1[CH:14]=[CH:13][C:12]([C:15]2[N:19]([CH:20]3[CH2:25][CH2:24][CH2:23][CH2:22][CH2:21]3)[N:18]=[C:17]([C:26]#[C:27][C:28]([O:30]CC)=[O:29])[CH:16]=2)=[CH:11][CH:10]=1)[C:2]1[CH:7]=[CH:6][CH:5]=[CH:4][CH:3]=1.[Li+].[OH-]. The catalyst is CO.C1COCC1. The product is [CH2:1]([O:8][C:9]1[CH:10]=[CH:11][C:12]([C:15]2[N:19]([CH:20]3[CH2:25][CH2:24][CH2:23][CH2:22][CH2:21]3)[N:18]=[C:17]([C:26]#[C:27][C:28]([OH:30])=[O:29])[CH:16]=2)=[CH:13][CH:14]=1)[C:2]1[CH:3]=[CH:4][CH:5]=[CH:6][CH:7]=1. The yield is 1.00. (3) The reactants are [C:1]([O:5][C@H:6]1[C:10]([CH3:12])([CH3:11])[CH2:9][O:8][C:7]1=[O:13])(=[O:4])[CH:2]=[CH2:3].[CH2:14]=[CH:15][C:16](=[CH2:18])[CH3:17]. The catalyst is ClCCl.[Ti](Cl)(Cl)(Cl)Cl. The product is [CH3:18][C:16]1[CH2:15][CH2:14][C@@H:2]([C:1]([O:5][C@H:6]2[C:10]([CH3:12])([CH3:11])[CH2:9][O:8][C:7]2=[O:13])=[O:4])[CH2:3][CH:17]=1. The yield is 0.460. (4) The reactants are [CH3:1][C:2]1[CH:11]=[CH:10][C:9]2[CH2:8][CH2:7][CH2:6][N:5]([C:12]([O:14][C:15]([CH3:18])([CH3:17])[CH3:16])=[O:13])[C:4]=2[N:3]=1.[CH2:19]([O:21][C:22](=O)[O:23]CC)[CH3:20].[Li+].CC([N-]C(C)C)C. The catalyst is C1COCC1. The product is [C:15]([O:14][C:12]([N:5]1[C:4]2[N:3]=[C:2]([CH2:1][C:22]([O:21][CH2:19][CH3:20])=[O:23])[CH:11]=[CH:10][C:9]=2[CH2:8][CH2:7][CH2:6]1)=[O:13])([CH3:18])([CH3:17])[CH3:16]. The yield is 0.830. (5) The reactants are [F:1][C:2]1[CH:10]=[CH:9][CH:8]=[C:7]([F:11])[C:3]=1[C:4]([OH:6])=O.C(N1C=CN=C1)(N1C=CN=C1)=O.[CH:24]([NH2:27])([CH3:26])[CH3:25]. The catalyst is C(Cl)Cl. The product is [CH:24]([NH:27][C:4](=[O:6])[C:3]1[C:7]([F:11])=[CH:8][CH:9]=[CH:10][C:2]=1[F:1])([CH3:26])[CH3:25]. The yield is 1.00.